This data is from Catalyst prediction with 721,799 reactions and 888 catalyst types from USPTO. The task is: Predict which catalyst facilitates the given reaction. (1) Reactant: [C:1]([C:3]1[CH:8]=[C:7]([N+:9]([O-:11])=[O:10])[CH:6]=[CH:5][C:4]=1[CH3:12])#[N:2].[CH:13](=O)[C:14]1[CH:19]=[CH:18][CH:17]=[CH:16][CH:15]=1.C(=O)([O-])[O-:22].[K+].[K+]. Product: [N+:9]([C:7]1[CH:8]=[C:3]([C:4]([CH:12]=[CH:13][C:14]2[CH:19]=[CH:18][CH:17]=[CH:16][CH:15]=2)=[CH:5][CH:6]=1)[C:1]([NH2:2])=[O:22])([O-:11])=[O:10]. The catalyst class is: 5. (2) Reactant: C(OC[C@H]([C:15]1[C:24](C)=[CH:23][C:18]2[N:19]=[C:20](Br)S[C:17]=2[C:16]=1C1C=CC(Cl)=CC=1)OC(C)(C)C)(=O)C(C)(C)C.Cl[C:34]1C=C(B(O)O)C=C[N:35]=1.C(=O)([O-])[O-].[K+].[K+].C([O:55][CH2:56][C@@H:57]([O:82][C:83]([CH3:86])([CH3:85])[CH3:84])[C:58]1[C:73]([CH3:74])=[CH:72][C:61]2[N:62]=[C:63]([C:65]3[CH:70]=[CH:69][N:68]=[C:67](Cl)[CH:66]=3)[S:64][C:60]=2[C:59]=1[C:75]1[CH:80]=[CH:79][C:78]([Cl:81])=[CH:77][CH:76]=1)(=O)C(C)(C)C. Product: [C:83]([O:82][C@@H:57]([C:58]1[C:73]([CH3:74])=[CH:72][C:61]2[N:62]=[C:63]([C:65]3[CH:70]=[CH:69][N:68]=[C:67]([C:24]4[CH:23]=[C:18]5[C:17]([CH:34]=[N:35][N:19]5[CH3:20])=[CH:16][CH:15]=4)[CH:66]=3)[S:64][C:60]=2[C:59]=1[C:75]1[CH:80]=[CH:79][C:78]([Cl:81])=[CH:77][CH:76]=1)[CH2:56][OH:55])([CH3:85])([CH3:84])[CH3:86]. The catalyst class is: 77. (3) Reactant: [OH:1][C:2]1[CH:9]=[CH:8][C:7]([O:10][C:11]2[C:19]([CH3:20])=[CH:18][C:17]([N+:21]([O-:23])=[O:22])=[C:16]3[C:12]=2[CH2:13][CH2:14][CH2:15]3)=[CH:6][C:3]=1[CH:4]=[O:5].C(=O)([O-])[O-].[K+].[K+].[CH2:30](Br)[C:31]1[CH:36]=[CH:35][CH:34]=[CH:33][CH:32]=1.Cl. Product: [CH2:30]([O:1][C:2]1[CH:9]=[CH:8][C:7]([O:10][C:11]2[C:19]([CH3:20])=[CH:18][C:17]([N+:21]([O-:23])=[O:22])=[C:16]3[C:12]=2[CH2:13][CH2:14][CH2:15]3)=[CH:6][C:3]=1[CH:4]=[O:5])[C:31]1[CH:36]=[CH:35][CH:34]=[CH:33][CH:32]=1. The catalyst class is: 9. (4) Reactant: [Cl:1][C:2]1[CH:3]=[C:4]([CH:32]=[C:33]([CH:35]=O)[CH:34]=1)[CH2:5][N:6]1[C:10]2[CH:11]=[CH:12][C:13]3[N:14]([C:15]([CH3:18])=[N:16][N:17]=3)[C:9]=2[CH:8]=[C:7]1[C:19]([O:21]CC1C=C(C=O)C=C(Cl)C=1)=[O:20].[NH:37]1[CH2:41][CH2:40][CH2:39][CH2:38]1.C(O[BH-](OC(=O)C)OC(=O)C)(=O)C.[Na+].[OH-].[Na+]. Product: [Cl:1][C:2]1[CH:3]=[C:4]([CH:32]=[C:33]([CH2:35][N:37]2[CH2:41][CH2:40][CH2:39][CH2:38]2)[CH:34]=1)[CH2:5][N:6]1[C:10]2[CH:11]=[CH:12][C:13]3[N:14]([C:15]([CH3:18])=[N:16][N:17]=3)[C:9]=2[CH:8]=[C:7]1[C:19]([OH:21])=[O:20]. The catalyst class is: 168. (5) Reactant: [NH2:1][C:2]1[N:3]=[C:4]([CH3:19])[C:5]2[CH:11]=[C:10](Br)[C:9](=[O:13])[N:8]([N:14]3[CH2:18][CH2:17][CH2:16][CH2:15]3)[C:6]=2[N:7]=1.CC1(C)C(C)(C)OB([C:28]2[CH:29]=[N:30][N:31](C(OC(C)(C)C)=O)[CH:32]=2)O1.C(=O)([O-])[O-].[K+].[K+].O. Product: [NH2:1][C:2]1[N:3]=[C:4]([CH3:19])[C:5]2[CH:11]=[C:10]([C:28]3[CH:29]=[N:30][NH:31][CH:32]=3)[C:9](=[O:13])[N:8]([N:14]3[CH2:18][CH2:17][CH2:16][CH2:15]3)[C:6]=2[N:7]=1. The catalyst class is: 44.